From a dataset of Reaction yield outcomes from USPTO patents with 853,638 reactions. Predict the reaction yield, written as a fraction of the theoretical maximum amount of product (1.0 means a 100% yield; for example, 0.34 means a 34% yield). (1) The reactants are [CH3:1][O:2][C:3]1[CH:4]=[C:5]([CH:8]=[C:9]([O:13][CH3:14])[C:10]=1[O:11][CH3:12])[CH:6]=O.[CH2:15]([O:17][C:18]([CH:20]=P(C1C=CC=CC=1)(C1C=CC=CC=1)C1C=CC=CC=1)=[O:19])[CH3:16]. The catalyst is C(Cl)Cl. The product is [CH3:1][O:2][C:3]1[CH:4]=[C:5](/[CH:6]=[CH:20]/[C:18]([O:17][CH2:15][CH3:16])=[O:19])[CH:8]=[C:9]([O:13][CH3:14])[C:10]=1[O:11][CH3:12]. The yield is 0.340. (2) The reactants are [CH3:1][C:2]1[CH:7]=[CH:6][C:5]([C:8]2[N:12]([C:13]3[CH:14]=[CH:15][C:16]4[S:20](=[O:22])(=[O:21])[NH:19][C:18](=[O:23])[C:17]=4[CH:24]=3)[N:11]=[C:10]([C:25]([F:28])([F:27])[F:26])[CH:9]=2)=[CH:4][CH:3]=1.[H-].[Al+3].[Li+].[H-].[H-].[H-]. The catalyst is C1COCC1. The product is [OH:23][CH2:18][C:17]1[CH:24]=[C:13]([N:12]2[C:8]([C:5]3[CH:4]=[CH:3][C:2]([CH3:1])=[CH:7][CH:6]=3)=[CH:9][C:10]([C:25]([F:27])([F:28])[F:26])=[N:11]2)[CH:14]=[CH:15][C:16]=1[S:20]([NH2:19])(=[O:22])=[O:21]. The yield is 0.470. (3) The reactants are C[O:2][C:3](=[O:43])[CH:4]([C:26]1[C:34]2[C:29](=[CH:30][CH:31]=[CH:32][CH:33]=2)[N:28]([CH2:35][O:36][CH2:37][CH2:38][Si:39]([CH3:42])([CH3:41])[CH3:40])[CH:27]=1)[CH2:5][C:6]1[CH:10]=[C:9]([C:11]2[CH:16]=[CH:15][C:14]([CH3:17])=[CH:13][CH:12]=2)[N:8]([C:18]2[CH:23]=[CH:22][C:21]([O:24][CH3:25])=[CH:20][CH:19]=2)[N:7]=1.[OH-].[Li+].C1COCC1.O. The catalyst is CO. The product is [CH3:25][O:24][C:21]1[CH:20]=[CH:19][C:18]([N:8]2[C:9]([C:11]3[CH:16]=[CH:15][C:14]([CH3:17])=[CH:13][CH:12]=3)=[CH:10][C:6]([CH2:5][CH:4]([C:26]3[C:34]4[C:29](=[CH:30][CH:31]=[CH:32][CH:33]=4)[N:28]([CH2:35][O:36][CH2:37][CH2:38][Si:39]([CH3:42])([CH3:41])[CH3:40])[CH:27]=3)[C:3]([OH:43])=[O:2])=[N:7]2)=[CH:23][CH:22]=1. The yield is 0.890. (4) The reactants are [OH:1][C:2]1[CH:7]=[C:6]([O:8][CH:9]([CH3:11])[CH3:10])[CH:5]=[CH:4][C:3]=1[CH2:12][CH2:13][C:14]([O:16][CH2:17][CH3:18])=[O:15].[H-].[Na+].Cl[C:22]1[C:27]([Cl:28])=[CH:26][C:25]([C:29]([F:32])([F:31])[F:30])=[CH:24][N:23]=1.[Cl-].[NH4+]. The catalyst is CN(C)C=O. The product is [Cl:28][C:27]1[C:22]([O:1][C:2]2[CH:7]=[C:6]([O:8][CH:9]([CH3:11])[CH3:10])[CH:5]=[CH:4][C:3]=2[CH2:12][CH2:13][C:14]([O:16][CH2:17][CH3:18])=[O:15])=[N:23][CH:24]=[C:25]([C:29]([F:31])([F:30])[F:32])[CH:26]=1. The yield is 0.780.